This data is from Full USPTO retrosynthesis dataset with 1.9M reactions from patents (1976-2016). The task is: Predict the reactants needed to synthesize the given product. (1) Given the product [F:30][C:31]([F:36])([F:35])[C:32]([O-:34])=[O:33].[C:1]([NH:4][C:5]1[S:20][C:8]2[CH2:9][NH2+:10][CH2:11][CH2:12][C:7]=2[C:6]=1[C:21](=[O:29])[NH:22][C:23]1[CH:24]=[CH:25][CH:26]=[CH:27][CH:28]=1)(=[O:3])[CH3:2], predict the reactants needed to synthesize it. The reactants are: [C:1]([NH:4][C:5]1[S:20][C:8]2[CH2:9][N:10](C(OC(C)(C)C)=O)[CH2:11][CH2:12][C:7]=2[C:6]=1[C:21](=[O:29])[NH:22][C:23]1[CH:28]=[CH:27][CH:26]=[CH:25][CH:24]=1)(=[O:3])[CH3:2].[F:30][C:31]([F:36])([F:35])[C:32]([OH:34])=[O:33]. (2) Given the product [S:19]([C:22]1[CH:27]=[CH:26][C:25]([CH3:28])=[CH:24][CH:23]=1)([O-:21])(=[O:20])=[O:18].[CH3:16][N:2]([CH3:1])[S:3]([C:6]1[CH:15]=[CH:14][C:9]2[N+:10]([CH3:17])=[C:11]([CH3:13])[S:12][C:8]=2[CH:7]=1)(=[O:4])=[O:5], predict the reactants needed to synthesize it. The reactants are: [CH3:1][N:2]([CH3:16])[S:3]([C:6]1[CH:15]=[CH:14][C:9]2[N:10]=[C:11]([CH3:13])[S:12][C:8]=2[CH:7]=1)(=[O:5])=[O:4].[CH3:17][O:18][S:19]([C:22]1[CH:27]=[CH:26][C:25]([CH3:28])=[CH:24][CH:23]=1)(=[O:21])=[O:20].